This data is from Reaction yield outcomes from USPTO patents with 853,638 reactions. The task is: Predict the reaction yield, written as a fraction of the theoretical maximum amount of product (1.0 means a 100% yield; for example, 0.34 means a 34% yield). (1) The yield is 1.00. The reactants are Cl[C:2]1[CH:7]=[CH:6][N:5]2[N:8]=[CH:9][CH:10]=[C:4]2[N:3]=1.C(Cl)Cl.C(=O)([O-])[O-].[Na+].[Na+].[F:20][C:21]1[CH:26]=[C:25]([F:27])[CH:24]=[CH:23][C:22]=1[S:28]([NH:31][C:32]1[C:33]([O:47][CH3:48])=[N:34][CH:35]=[C:36](B2OC(C)(C)C(C)(C)O2)[CH:37]=1)(=[O:30])=[O:29]. The catalyst is COCCOC.O.C1C=CC(P(C2C=CC=CC=2)[C-]2C=CC=C2)=CC=1.C1C=CC(P(C2C=CC=CC=2)[C-]2C=CC=C2)=CC=1.Cl[Pd]Cl.[Fe+2]. The product is [F:20][C:21]1[CH:26]=[C:25]([F:27])[CH:24]=[CH:23][C:22]=1[S:28]([NH:31][C:32]1[C:33]([O:47][CH3:48])=[N:34][CH:35]=[C:36]([C:2]2[CH:7]=[CH:6][N:5]3[N:8]=[CH:9][CH:10]=[C:4]3[N:3]=2)[CH:37]=1)(=[O:30])=[O:29]. (2) The reactants are [N+:1]([C:4]1[CH:21]=[CH:20][C:7]([O:8][C:9]2[C:18]3[C:13](=[CH:14][C:15]([OH:19])=[CH:16][CH:17]=3)[N:12]=[CH:11][CH:10]=2)=[CH:6][CH:5]=1)([O-:3])=[O:2].[OH-].[K+].Br[CH2:25][CH2:26][OH:27]. The catalyst is CN(C=O)C. The product is [N+:1]([C:4]1[CH:21]=[CH:20][C:7]([O:8][C:9]2[C:18]3[C:13](=[CH:14][C:15]([O:19][CH2:25][CH2:26][OH:27])=[CH:16][CH:17]=3)[N:12]=[CH:11][CH:10]=2)=[CH:6][CH:5]=1)([O-:3])=[O:2]. The yield is 0.128. (3) The reactants are Br[C:2]1[CH:3]=[C:4]2[C:9](=[CH:10][CH:11]=1)[N:8]=[CH:7][C:6]([C:12]([CH:14]1[CH2:16][CH2:15]1)=[O:13])=[C:5]2[NH:17][C:18]1[CH:23]=[CH:22][CH:21]=[C:20]([CH2:24][N:25]([CH3:27])[CH3:26])[CH:19]=1.[Cl:28][C:29]1[CH:34]=[C:33](B2OC(C)(C)C(C)(C)O2)[CH:32]=[C:31]([F:44])[C:30]=1[OH:45]. No catalyst specified. The product is [Cl:28][C:29]1[CH:34]=[C:33]([C:2]2[CH:3]=[C:4]3[C:9](=[CH:10][CH:11]=2)[N:8]=[CH:7][C:6]([C:12]([CH:14]2[CH2:15][CH2:16]2)=[O:13])=[C:5]3[NH:17][C:18]2[CH:23]=[CH:22][CH:21]=[C:20]([CH2:24][N:25]([CH3:27])[CH3:26])[CH:19]=2)[CH:32]=[C:31]([F:44])[C:30]=1[OH:45]. The yield is 0.720. (4) The reactants are [S:1]1[C:5]2[CH:6]=[CH:7][CH:8]=[CH:9][C:4]=2[C:3]([N:10]2[CH2:15][CH2:14][N:13]([CH2:16][CH2:17][CH:18]([C:20]3[CH:21]=[C:22]4[C:26](=[CH:27][CH:28]=3)[C:25]([CH3:30])([CH3:29])[C:24](=[O:31])[C:23]4([CH3:33])[CH3:32])Cl)[CH2:12][CH2:11]2)=[N:2]1.C([SnH](CCCC)CCCC)CCC.CC(N=NC(C#N)(C)C)(C#N)C. The catalyst is C1(C)C=CC=CC=1. The product is [S:1]1[C:5]2[CH:6]=[CH:7][CH:8]=[CH:9][C:4]=2[C:3]([N:10]2[CH2:15][CH2:14][N:13]([CH2:16][CH2:17][CH2:18][C:20]3[CH:21]=[C:22]4[C:26](=[CH:27][CH:28]=3)[C:25]([CH3:29])([CH3:30])[C:24](=[O:31])[C:23]4([CH3:33])[CH3:32])[CH2:12][CH2:11]2)=[N:2]1. The yield is 0.930. (5) The reactants are [C:1]([O:5][C:6]([C:8]1[CH:9]=[C:10]([C:14]2[C:19]([CH3:20])=[CH:18][CH:17]=[CH:16][N+:15]=2[O-])[CH:11]=[CH:12][CH:13]=1)=[O:7])([CH3:4])([CH3:3])[CH3:2].[N:22]1C=CC=CC=1.CS(OS(C)(=O)=O)(=O)=O.C(CN)O. The catalyst is C(#N)C.O. The product is [C:1]([O:5][C:6](=[O:7])[C:8]1[CH:13]=[CH:12][CH:11]=[C:10]([C:14]2[C:19]([CH3:20])=[CH:18][CH:17]=[C:16]([NH2:22])[N:15]=2)[CH:9]=1)([CH3:4])([CH3:3])[CH3:2]. The yield is 0.530.